This data is from Peptide-MHC class I binding affinity with 185,985 pairs from IEDB/IMGT. The task is: Regression. Given a peptide amino acid sequence and an MHC pseudo amino acid sequence, predict their binding affinity value. This is MHC class I binding data. The peptide sequence is LRWASGVSE. The MHC is HLA-A29:02 with pseudo-sequence HLA-A29:02. The binding affinity (normalized) is 0.0847.